The task is: Predict the reactants needed to synthesize the given product.. This data is from Full USPTO retrosynthesis dataset with 1.9M reactions from patents (1976-2016). (1) Given the product [Cl:18][C:19]1[N:24]=[C:23]2[N:25]([CH:6]3[CH2:5][CH2:4][CH2:3][CH2:2][O:1]3)[N:26]=[C:27]([I:28])[C:22]2=[C:21]([CH:29]([F:30])[F:31])[CH:20]=1, predict the reactants needed to synthesize it. The reactants are: [O:1]1[CH:6]=[CH:5][CH2:4][CH2:3][CH2:2]1.CC1C=CC(S(O)(=O)=O)=CC=1.[Cl:18][C:19]1[N:24]=[C:23]2[NH:25][N:26]=[C:27]([I:28])[C:22]2=[C:21]([CH:29]([F:31])[F:30])[CH:20]=1.O. (2) Given the product [F:1][C:2]1[CH:3]=[N:4][CH:5]=[CH:6][C:7]=1[C:8]1[CH:9]=[C:10]2[N:22]=[C:21]([C:23]3[CH:32]=[CH:31][C:26]([C:27]([OH:29])=[O:28])=[CH:25][CH:24]=3)[NH:20][C:11]2=[N:12][C:13]=1[C:14]1[CH:15]=[N:16][CH:17]=[CH:18][CH:19]=1, predict the reactants needed to synthesize it. The reactants are: [F:1][C:2]1[CH:3]=[N:4][CH:5]=[CH:6][C:7]=1[C:8]1[CH:9]=[C:10]2[N:22]=[C:21]([C:23]3[CH:32]=[CH:31][C:26]([C:27]([O:29]C)=[O:28])=[CH:25][CH:24]=3)[NH:20][C:11]2=[N:12][C:13]=1[C:14]1[CH:15]=[N:16][CH:17]=[CH:18][CH:19]=1.[OH-].[Na+].Cl. (3) Given the product [F:1][C:2]1[CH:7]=[CH:6][CH:5]=[CH:4][C:3]=1[B:9]([OH:14])[OH:10], predict the reactants needed to synthesize it. The reactants are: [F:1][C:2]1[CH:7]=[CH:6][CH:5]=[CH:4][C:3]=1Br.[B:9](OC(C)C)([O:14]C(C)C)[O:10]C(C)C.